Dataset: B-cell epitopes from IEDB database with 3,159 antigens for binding position prediction. Task: Token-level Classification. Given an antigen amino acid sequence, predict which amino acid positions are active epitope sites capable of antibody binding. Output is a list of indices for active positions. Given the antigen sequence: MRVKEKYQHLWRWGWRWGTMLLGMLMICSATEKLWVTVYYGVPVWKEATTTLFCASDAKAYDTEVHNVWATHACVPTDPNPQEVVLVNVTENFNMWKNDMVEQMHEDIISLWDQSLKPCVKLTPLCVSLKCTDLKNDTNTNSSSGRMIMEKGEIKNCSFNISTSIRGKVQKEYAFFYKLDIIPIDNDTTSYTLTSCNTSVITQACPKVSFEPIPIHYCAPAGFAILKCNNKTFNGTGPCTNVSTVQCTHGIRPVVSTQLLLNGSLAEEEVVIRSANFTDNAKTIIVQLNQSVEINCTRPNNNTRKSIRIQRGPGRAFVTIGKIGNMRQAHCNISRAKWNNTLKQIDSKLREQFGNNKTIIFKQSSGGDPEIVTHSFNCGGEFFYCNSTQLFNSTWFNSTWSTKGSNNTEGSDTITLPCRIKQIINMWQEVGKAMYAPPISGQIRCSSNITGLLLTRDGGNSNNESEIFRPGGGDMRDNWRSELYKYKVVKIEPLGVAPTK..., which amino acid positions are active epitope sites? The epitope positions are: [659, 660, 661, 662, 663, 664, 665, 666, 667, 668, 669]. The amino acids at these positions are: LLELDKWASLW.